Dataset: Full USPTO retrosynthesis dataset with 1.9M reactions from patents (1976-2016). Task: Predict the reactants needed to synthesize the given product. (1) Given the product [CH3:1][NH:2][CH2:4][CH2:5]/[CH:6]=[C:7]1\[C:8]2[C:13]([CH2:14][O:15][C:16]3[C:17]\1=[CH:18][CH:19]=[CH:20][CH:21]=3)=[CH:12][CH:11]=[CH:10][CH:9]=2, predict the reactants needed to synthesize it. The reactants are: [CH3:1][N:2]([CH2:4][CH2:5][CH:6]=[C:7]1[C:17]2[CH:18]=[CH:19][CH:20]=[CH:21][C:16]=2[O:15][CH2:14][C:13]2[CH:12]=[CH:11][CH:10]=[CH:9][C:8]1=2)C.Cl.[OH-].[Na+].C(O)(=O)/C=C\C(O)=O. (2) Given the product [Cl:1][C:2]1[CH:3]=[C:4]2[C:8](=[CH:9][CH:10]=1)[N:7]([S:43]([C:40]1[CH:41]=[CH:42][C:37]([O:36][CH3:35])=[CH:38][C:39]=1[O:47][C:48]([F:49])([F:50])[F:51])(=[O:45])=[O:44])[C:6](=[O:11])[C:5]2([C:27]1[CH:32]=[CH:31][CH:30]=[CH:29][C:28]=1[O:33][CH3:34])[CH2:12][C:13](=[O:26])[N:14]1[CH2:15][CH2:16][N:17]([C:20]2[N:21]=[N:22][CH:23]=[CH:24][CH:25]=2)[CH2:18][CH2:19]1, predict the reactants needed to synthesize it. The reactants are: [Cl:1][C:2]1[CH:3]=[C:4]2[C:8](=[CH:9][CH:10]=1)[NH:7][C:6](=[O:11])[C:5]2([C:27]1[CH:32]=[CH:31][CH:30]=[CH:29][C:28]=1[O:33][CH3:34])[CH2:12][C:13](=[O:26])[N:14]1[CH2:19][CH2:18][N:17]([C:20]2[N:21]=[N:22][CH:23]=[CH:24][CH:25]=2)[CH2:16][CH2:15]1.[CH3:35][O:36][C:37]1[CH:42]=[CH:41][C:40]([S:43](Cl)(=[O:45])=[O:44])=[C:39]([O:47][C:48]([F:51])([F:50])[F:49])[CH:38]=1. (3) Given the product [Cl:1][C:2]1[CH:3]=[C:4]([NH:9][C:10]2[C:19]3[C:14](=[CH:15][C:16]([O:32][CH2:33][CH3:34])=[C:17]([NH:20][C:21](=[O:31])/[CH:22]=[CH:58]/[C@@H:54]4[CH2:55][CH2:56][CH2:57][N:53]4[CH3:52])[CH:18]=3)[N:13]=[CH:12][N:11]=2)[CH:5]=[CH:6][C:7]=1[F:8], predict the reactants needed to synthesize it. The reactants are: [Cl:1][C:2]1[CH:3]=[C:4]([NH:9][C:10]2[C:19]3[C:14](=[CH:15][C:16]([O:32][CH2:33][CH3:34])=[C:17]([NH:20][C:21](=[O:31])[CH2:22]P(OCC)(OCC)=O)[CH:18]=3)[N:13]=[CH:12][N:11]=2)[CH:5]=[CH:6][C:7]=1[F:8].C[Si]([N-][Si](C)(C)C)(C)C.[Li+].C1(C)C=CC=CC=1.[CH3:52][N:53]1[CH2:57][CH2:56][CH2:55][C@H:54]1[CH:58]=O. (4) Given the product [N:19]1([C:2]2[C:7]([O:8][CH2:9][CH2:10][O:11][C:12]3[CH:17]=[CH:16][C:15]([Cl:18])=[CH:14][CH:13]=3)=[N:6][CH:5]=[CH:4][N:3]=2)[CH2:25][CH2:24][CH2:23][NH:22][CH2:21][CH2:20]1, predict the reactants needed to synthesize it. The reactants are: Cl[C:2]1[C:7]([O:8][CH2:9][CH2:10][O:11][C:12]2[CH:17]=[CH:16][C:15]([Cl:18])=[CH:14][CH:13]=2)=[N:6][CH:5]=[CH:4][N:3]=1.[NH:19]1[CH2:25][CH2:24][CH2:23][NH:22][CH2:21][CH2:20]1. (5) Given the product [F:1][C:2]1[CH:3]=[C:4]([CH:9]=[C:10]([F:12])[CH:11]=1)[O:5][CH2:6][CH2:7][O:8][S:14]([CH3:13])(=[O:16])=[O:15], predict the reactants needed to synthesize it. The reactants are: [F:1][C:2]1[CH:3]=[C:4]([CH:9]=[C:10]([F:12])[CH:11]=1)[O:5][CH2:6][CH2:7][OH:8].[CH3:13][S:14](Cl)(=[O:16])=[O:15]. (6) Given the product [N:2]1([CH2:7][C:8]([N:27]2[CH2:28][C@H:29]([CH2:31][C:32]3[CH:37]=[CH:36][C:35]([F:38])=[CH:34][CH:33]=3)[CH2:30][C@H:26]2[C:24]([NH:23][C:20]2[CH:21]=[CH:22][C:17]([O:16][C:15]3[CH:39]=[CH:40][C:12]([F:11])=[CH:13][C:14]=3[CH3:41])=[CH:18][CH:19]=2)=[O:25])=[O:10])[CH:6]=[N:5][CH:4]=[N:3]1, predict the reactants needed to synthesize it. The reactants are: Cl.[N:2]1([CH2:7][C:8]([OH:10])=O)[CH:6]=[N:5][CH:4]=[N:3]1.[F:11][C:12]1[CH:40]=[CH:39][C:15]([O:16][C:17]2[CH:22]=[CH:21][C:20]([NH:23][C:24]([C@@H:26]3[CH2:30][C@@H:29]([CH2:31][C:32]4[CH:37]=[CH:36][C:35]([F:38])=[CH:34][CH:33]=4)[CH2:28][NH:27]3)=[O:25])=[CH:19][CH:18]=2)=[C:14]([CH3:41])[CH:13]=1.